Dataset: Forward reaction prediction with 1.9M reactions from USPTO patents (1976-2016). Task: Predict the product of the given reaction. Given the reactants Cl[C:2](Cl)(Cl)[C:3](=N)[O:4][C@H:5]1[O:22][C@H:21]([CH2:23][O:24][C:25](=[O:27])[CH3:26])[C@@H:16]([O:17][C:18](=[O:20])[CH3:19])[C@H:11]([O:12][C:13](=[O:15])[CH3:14])[C@@H:6]1[O:7][C:8](=[O:10])[CH3:9].[I:31][C:32]1[CH:37]=CC(O)=[CH:34][CH:33]=1, predict the reaction product. The product is: [C:8]([O:7][C@H:6]1[C@@H:11]([O:12][C:13](=[O:15])[CH3:14])[C@H:16]([O:17][C:18](=[O:20])[CH3:19])[C@@H:21]([CH2:23][O:24][C:25](=[O:27])[CH3:26])[O:22][C@@H:5]1[O:4][C:3]1[CH:34]=[CH:33][C:32]([I:31])=[CH:37][CH:2]=1)(=[O:10])[CH3:9].